The task is: Predict the reactants needed to synthesize the given product.. This data is from Retrosynthesis with 50K atom-mapped reactions and 10 reaction types from USPTO. Given the product O=C(NCC1CCCCC1)c1cc(Cl)ccc1NC(=O)c1cccc(F)c1F, predict the reactants needed to synthesize it. The reactants are: Nc1ccc(Cl)cc1C(=O)NCC1CCCCC1.O=C(Cl)c1cccc(F)c1F.